Dataset: Forward reaction prediction with 1.9M reactions from USPTO patents (1976-2016). Task: Predict the product of the given reaction. (1) Given the reactants [F:1][C:2]1[C:7]([NH2:8])=[CH:6][CH:5]=[C:4]([F:9])[C:3]=1[NH:10][C:11]1[C:16]([C:17]2[N:25]=[CH:24][N:23]=[C:22]3[C:18]=2[N:19]=[CH:20][N:21]3[CH:26]2[CH2:31][CH2:30][CH2:29][CH2:28][O:27]2)=[CH:15][CH:14]=[CH:13][N:12]=1.[CH3:32][C:33]1[S:34][C:35]([S:39](Cl)(=[O:41])=[O:40])=[C:36]([CH3:38])[N:37]=1.N1C=CC=CC=1, predict the reaction product. The product is: [F:1][C:2]1[C:3]([NH:10][C:11]2[C:16]([C:17]3[N:25]=[CH:24][N:23]=[C:22]4[C:18]=3[N:19]=[CH:20][N:21]4[CH:26]3[CH2:31][CH2:30][CH2:29][CH2:28][O:27]3)=[CH:15][CH:14]=[CH:13][N:12]=2)=[C:4]([F:9])[CH:5]=[CH:6][C:7]=1[NH:8][S:39]([C:35]1[S:34][C:33]([CH3:32])=[N:37][C:36]=1[CH3:38])(=[O:41])=[O:40]. (2) Given the reactants [N+]([C:4]1[CH:11]=[CH:10][CH:9]=[C:8]([N+:12]([O-:14])=[O:13])[C:5]=1[C:6]#[N:7])([O-])=O.[CH2:15]=[C:16]([CH2:19][OH:20])[CH2:17][OH:18], predict the reaction product. The product is: [OH:18][CH2:17][C:16](=[CH2:15])[CH2:19][O:20][C:4]1[CH:11]=[CH:10][CH:9]=[C:8]([N+:12]([O-:14])=[O:13])[C:5]=1[C:6]#[N:7]. (3) Given the reactants [CH2:1]([O:8][C:9]1[C:14]([N:15]([CH2:20][CH3:21])[S:16]([CH3:19])(=[O:18])=[O:17])=[CH:13][N:12]2[N:22]=[C:23]([C:28]3[CH:33]=[CH:32][C:31]([F:34])=[CH:30][CH:29]=3)[C:24]([C:25](O)=[O:26])=[C:11]2[CH:10]=1)[C:2]1[CH:7]=[CH:6][CH:5]=[CH:4][CH:3]=1.C[CH2:36][N:37]=C=NCCCN(C)C.Cl.C1C=CC2N(O)N=NC=2C=1.CCN(C(C)C)C(C)C.CN, predict the reaction product. The product is: [CH2:1]([O:8][C:9]1[C:14]([N:15]([CH2:20][CH3:21])[S:16]([CH3:19])(=[O:18])=[O:17])=[CH:13][N:12]2[N:22]=[C:23]([C:28]3[CH:29]=[CH:30][C:31]([F:34])=[CH:32][CH:33]=3)[C:24]([C:25]([NH:37][CH3:36])=[O:26])=[C:11]2[CH:10]=1)[C:2]1[CH:7]=[CH:6][CH:5]=[CH:4][CH:3]=1. (4) Given the reactants [Cl:1][C:2]1[CH:7]=[C:6](F)[CH:5]=[CH:4][C:3]=1[N+:9]([O-:11])=[O:10].[OH:12][C:13]1[CH:21]=[C:20]2[C:16]([CH:17]=[N:18][NH:19]2)=[CH:15][CH:14]=1.C([O-])([O-])=O.[K+].[K+], predict the reaction product. The product is: [Cl:1][C:2]1[CH:7]=[C:6]([CH:5]=[CH:4][C:3]=1[N+:9]([O-:11])=[O:10])[O:12][C:13]1[CH:21]=[C:20]2[C:16]([CH:17]=[N:18][NH:19]2)=[CH:15][CH:14]=1. (5) Given the reactants [CH3:1][O:2][C:3](=[O:22])[C:4]1[C:5](=[CH:10][C:11]([O:14][C:15]2[CH:20]=[CH:19][C:18]([NH2:21])=[CH:17][CH:16]=2)=[CH:12][CH:13]=1)[C:6]([O:8][CH3:9])=[O:7].[N+:23]([C:26]1[CH:27]=[C:28]([CH:32]=[CH:33][CH:34]=1)[C:29](Cl)=[O:30])([O-:25])=[O:24], predict the reaction product. The product is: [CH3:1][O:2][C:3](=[O:22])[C:4]1[C:5](=[CH:10][C:11]([O:14][C:15]2[CH:16]=[CH:17][C:18]([NH:21][C:29](=[O:30])[C:28]3[CH:32]=[CH:33][CH:34]=[C:26]([N+:23]([O-:25])=[O:24])[CH:27]=3)=[CH:19][CH:20]=2)=[CH:12][CH:13]=1)[C:6]([O:8][CH3:9])=[O:7].